The task is: Predict which catalyst facilitates the given reaction.. This data is from Catalyst prediction with 721,799 reactions and 888 catalyst types from USPTO. (1) Reactant: B(Br)(Br)Br.[Br:5][C:6]1[C:15]([CH3:16])=[CH:14][C:13]2[C:8](=[CH:9][CH:10]=[C:11]([O:17]C)[CH:12]=2)[C:7]=1[C:19]1[CH:24]=[CH:23][C:22]([Cl:25])=[CH:21][CH:20]=1.CO. The catalyst class is: 2. Product: [Br:5][C:6]1[C:7]([C:19]2[CH:24]=[CH:23][C:22]([Cl:25])=[CH:21][CH:20]=2)=[C:8]2[C:13](=[CH:14][C:15]=1[CH3:16])[CH:12]=[C:11]([OH:17])[CH:10]=[CH:9]2. (2) Reactant: [CH3:1][NH:2][C:3]1[CH:8]=[CH:7][C:6]([CH:9]=[CH:10][C:11]2[CH:23]=[CH:22][C:14]([O:15][CH2:16][CH2:17][O:18][CH2:19][CH2:20][OH:21])=[CH:13][CH:12]=2)=[CH:5][CH:4]=1.[CH3:24][C:25]([Si:28](Cl)([CH3:30])[CH3:29])([CH3:27])[CH3:26].N1C=CN=C1. Product: [C:25]([Si:28]([CH3:30])([CH3:29])[O:21][CH2:20][CH2:19][O:18][CH2:17][CH2:16][O:15][C:14]1[CH:13]=[CH:12][C:11]([CH:10]=[CH:9][C:6]2[CH:5]=[CH:4][C:3]([NH:2][CH3:1])=[CH:8][CH:7]=2)=[CH:23][CH:22]=1)([CH3:27])([CH3:26])[CH3:24]. The catalyst class is: 4. (3) Reactant: [CH3:1][S:2]([C:5]1[CH:6]=[CH:7][C:8]2[O:13][CH2:12][C@@H:11]([CH2:14][OH:15])[O:10][C:9]=2[CH:16]=1)(=[O:4])=[O:3].[C:17]1([CH3:27])[CH:22]=[CH:21][C:20]([S:23](Cl)(=[O:25])=[O:24])=[CH:19][CH:18]=1. Product: [CH3:27][C:17]1[CH:22]=[CH:21][C:20]([S:23]([O:15][CH2:14][C@H:11]2[O:10][C:9]3[CH:16]=[C:5]([S:2]([CH3:1])(=[O:3])=[O:4])[CH:6]=[CH:7][C:8]=3[O:13][CH2:12]2)(=[O:25])=[O:24])=[CH:19][CH:18]=1. The catalyst class is: 79. (4) Product: [F:1][C:2]1[CH:7]=[CH:6][C:5]([CH3:8])=[CH:4][C:3]=1[C:9]1[CH:14]=[C:13]([NH:15][C:16]2[C:17]3[C:18](=[CH:22][N:23]([CH:25]4[CH2:26][CH2:27][N:28]([S:38]([CH3:41])(=[O:40])=[O:39])[CH2:29][CH2:30]4)[N:24]=3)[N:19]=[CH:20][CH:21]=2)[CH:12]=[CH:11][N:10]=1. Reactant: [F:1][C:2]1[CH:7]=[CH:6][C:5]([CH3:8])=[CH:4][C:3]=1[C:9]1[CH:14]=[C:13]([NH:15][C:16]2[C:17]3[C:18](=[CH:22][N:23]([CH:25]4[CH2:30][CH2:29][NH:28][CH2:27][CH2:26]4)[N:24]=3)[N:19]=[CH:20][CH:21]=2)[CH:12]=[CH:11][N:10]=1.C(N(CC)CC)C.[S:38](Cl)([CH3:41])(=[O:40])=[O:39]. The catalyst class is: 4. (5) Reactant: [NH:1]([C:9]([O:11][C:12]([CH3:15])([CH3:14])[CH3:13])=[O:10])[C@H:2]([CH2:7][OH:8])[CH2:3][CH2:4][CH2:5][CH3:6].[H-].[Na+].C1OCCOCCOCCOCCOCCOC1.Br[CH2:37][C:38]([O:40][CH2:41][CH3:42])=[O:39]. Product: [C:12]([O:11][C:9]([NH:1][C@@H:2]([CH2:3][CH2:4][CH2:5][CH3:6])[CH2:7][O:8][CH2:37][C:38]([O:40][CH2:41][CH3:42])=[O:39])=[O:10])([CH3:14])([CH3:13])[CH3:15]. The catalyst class is: 7. (6) Reactant: [C:1]1([N:7]([C:13]([CH3:15])=[O:14])[CH2:8][C:9]([O:11]C)=O)[CH:6]=[CH:5][CH:4]=[CH:3][CH:2]=1.[NH2:16][C@H:17]([C:26]([NH2:28])=[O:27])[CH2:18][C:19]1[CH:24]=[CH:23][C:22]([OH:25])=[CH:21][CH:20]=1.CCOC(C)=O.[OH-].[Na+]. Product: [C:1]1([N:7]([C:13]([CH3:15])=[O:14])[CH2:8][C:9]([NH:16][C@H:17]([C:26]([NH2:28])=[O:27])[CH2:18][C:19]2[CH:20]=[CH:21][C:22]([OH:25])=[CH:23][CH:24]=2)=[O:11])[CH:2]=[CH:3][CH:4]=[CH:5][CH:6]=1. The catalyst class is: 371.